Dataset: Catalyst prediction with 721,799 reactions and 888 catalyst types from USPTO. Task: Predict which catalyst facilitates the given reaction. Reactant: [NH2:1][C:2]1[CH:7]=[CH:6][CH:5]=[CH:4][C:3]=1[SH:8].Br[CH:10]([CH:16]([CH3:18])[CH3:17])[C:11](OCC)=[O:12].C(=O)([O-])[O-].[K+].[K+].Cl. Product: [CH:16]([CH:10]1[C:11](=[O:12])[NH:1][C:2]2[CH:7]=[CH:6][CH:5]=[CH:4][C:3]=2[S:8]1)([CH3:18])[CH3:17]. The catalyst class is: 16.